Dataset: Reaction yield outcomes from USPTO patents with 853,638 reactions. Task: Predict the reaction yield, written as a fraction of the theoretical maximum amount of product (1.0 means a 100% yield; for example, 0.34 means a 34% yield). (1) The reactants are BrCC1[CH:8]=[CH:7][C:6]([C:9]#[C:10][C:11]2[CH:16]=[CH:15][C:14]([CH2:17][C:18]([O:20][CH3:21])=[O:19])=[CH:13][CH:12]=2)=[CH:5][C:4]=1C(C)C.[C:25]([N:28]1[CH:32]=[CH:31][N:30]=[CH:29]1)(=O)[CH3:26].[C:33]([O-])([O-])=O.[Na+].[Na+].[CH3:39][C:40]#N. The catalyst is O. The product is [N:28]1([C:25]2[CH:4]=[CH:5][C:6]([C:9]#[C:10][C:11]3[CH:12]=[CH:13][C:14]([CH2:17][C:18]([O:20][CH3:21])=[O:19])=[CH:15][CH:16]=3)=[C:7]([CH3:8])[C:26]=2[CH:40]([CH3:39])[CH3:33])[CH:32]=[CH:31][N:30]=[CH:29]1. The yield is 0.580. (2) The reactants are [Cl:1][C:2]1[CH:7]=[CH:6][N:5]=[C:4]2[CH:8]=[C:9]([C:11]([O-:13])=O)[S:10][C:3]=12.[Li+].S(Cl)(Cl)=O.[CH3:19][N:20]([CH3:25])[CH2:21][CH2:22][NH:23][CH3:24].CCN(CC)CC. No catalyst specified. The product is [Cl:1][C:2]1[CH:7]=[CH:6][N:5]=[C:4]2[CH:8]=[C:9]([C:11]([N:23]([CH2:22][CH2:21][N:20]([CH3:25])[CH3:19])[CH3:24])=[O:13])[S:10][C:3]=12. The yield is 0.130. (3) The reactants are Cl[C:2]1[C:11]2[C:6](=[CH:7][CH:8]=[CH:9][CH:10]=2)[N:5]=[C:4]([CH3:12])[N:3]=1.[F:13][CH:14]([F:23])[O:15][C:16]1[CH:21]=[CH:20][C:19]([NH2:22])=[CH:18][CH:17]=1.C([O-])(=O)C.[Na+]. The catalyst is C(OCC)(=O)C. The product is [F:13][CH:14]([F:23])[O:15][C:16]1[CH:17]=[CH:18][C:19]([NH:22][C:2]2[C:11]3[C:6](=[CH:7][CH:8]=[CH:9][CH:10]=3)[N:5]=[C:4]([CH3:12])[N:3]=2)=[CH:20][CH:21]=1. The yield is 0.940. (4) The reactants are [F:1][C:2]1[CH:3]=[C:4]([SH:8])[CH:5]=[CH:6][CH:7]=1.C(=O)([O-])[O-].[K+].[K+].F[C:16]1[CH:21]=[CH:20][C:19]([F:22])=[CH:18][C:17]=1[N+:23]([O-:25])=[O:24].O. The catalyst is C(#N)C.C(Cl)Cl. The product is [F:1][C:2]1[CH:3]=[C:4]([S:8][C:16]2[CH:21]=[CH:20][C:19]([F:22])=[CH:18][C:17]=2[N+:23]([O-:25])=[O:24])[CH:5]=[CH:6][CH:7]=1. The yield is 0.990. (5) The catalyst is C(O)C. The reactants are [C:1]([O:5][C:6]([N:8]1[CH2:15][CH2:14][C:11]2([O:13][CH2:12]2)[CH2:10][CH2:9]1)=[O:7])([CH3:4])([CH3:3])[CH3:2].[NH3:16]. The yield is 0.605. The product is [C:1]([O:5][C:6]([N:8]1[CH2:15][CH2:14][C:11]([CH2:12][NH2:16])([OH:13])[CH2:10][CH2:9]1)=[O:7])([CH3:4])([CH3:3])[CH3:2]. (6) The reactants are [CH2:1]([NH:4][C:5]1[N:10]=[C:9]([NH:11][CH2:12][CH2:13][CH3:14])[N:8]=[C:7]([N:15]([CH3:19])[O:16][CH2:17][CH3:18])[N:6]=1)[CH2:2][CH3:3].[OH:20][S:21]([OH:24])(=[O:23])=[O:22]. No catalyst specified. The product is [S:21]([OH:24])([OH:23])(=[O:22])=[O:20].[CH2:1]([NH:4][C:5]1[N:10]=[C:9]([NH:11][CH2:12][CH2:13][CH3:14])[N:8]=[C:7]([N:15]([CH3:19])[O:16][CH2:17][CH3:18])[N:6]=1)[CH2:2][CH3:3]. The yield is 0.910.